The task is: Regression. Given a peptide amino acid sequence and an MHC pseudo amino acid sequence, predict their binding affinity value. This is MHC class II binding data.. This data is from Peptide-MHC class II binding affinity with 134,281 pairs from IEDB. (1) The binding affinity (normalized) is 0. The MHC is HLA-DPA10201-DPB10501 with pseudo-sequence HLA-DPA10201-DPB10501. The peptide sequence is ITKLGAKPDGKTDCT. (2) The peptide sequence is DVINDFVSSYARGET. The MHC is HLA-DQA10501-DQB10301 with pseudo-sequence HLA-DQA10501-DQB10301. The binding affinity (normalized) is 0.273. (3) The peptide sequence is WGAIWRIDTPDKLTGPFTVR. The MHC is HLA-DPA10201-DPB11401 with pseudo-sequence HLA-DPA10201-DPB11401. The binding affinity (normalized) is 0.415. (4) The peptide sequence is EDLVRAYHAMSRTHE. The MHC is HLA-DQA10101-DQB10501 with pseudo-sequence HLA-DQA10101-DQB10501. The binding affinity (normalized) is 0.217. (5) The peptide sequence is QRPLVTIKIGGQLKE. The MHC is H-2-IAd with pseudo-sequence H-2-IAd. The binding affinity (normalized) is 0.575. (6) The peptide sequence is LVAAVIGWMLGSNTMQRV. The MHC is DRB1_1501 with pseudo-sequence DRB1_1501. The binding affinity (normalized) is 0.332. (7) The binding affinity (normalized) is 0.143. The MHC is HLA-DQA10301-DQB10301 with pseudo-sequence HLA-DQA10301-DQB10301. The peptide sequence is SGTVDFDEFMEMMTG.